From a dataset of Forward reaction prediction with 1.9M reactions from USPTO patents (1976-2016). Predict the product of the given reaction. Given the reactants [CH:1]([O:3][C:4](Cl)=[O:5])=[CH2:2].[P:7]([O:14]CC)([O:11][CH2:12][CH3:13])[O:8][CH2:9][CH3:10], predict the reaction product. The product is: [CH2:9]([O:8][P:7]([C:4]([O:3][CH:1]=[CH2:2])=[O:5])(=[O:14])[O:11][CH2:12][CH3:13])[CH3:10].